This data is from Full USPTO retrosynthesis dataset with 1.9M reactions from patents (1976-2016). The task is: Predict the reactants needed to synthesize the given product. (1) Given the product [N:2]1[CH:7]=[CH:6][CH:5]=[CH:4][C:3]=1[CH2:8][C:9]([NH:45][C:46]1[N:47]=[N:48][N:49]([CH2:51][CH2:52][CH2:53][CH2:54][N:55]2[CH:59]=[C:58]([C:60]([NH:62][CH2:63][C:64]3[CH:69]=[CH:68][CH:67]=[CH:66][N:65]=3)=[O:61])[N:57]=[N:56]2)[CH:50]=1)=[O:11], predict the reactants needed to synthesize it. The reactants are: Cl.[N:2]1[CH:7]=[CH:6][CH:5]=[CH:4][C:3]=1[CH2:8][C:9]([OH:11])=O.CN(C(ON1N=NC2C=CC=NC1=2)=[N+](C)C)C.F[P-](F)(F)(F)(F)F.CCN(C(C)C)C(C)C.[NH2:45][C:46]1[N:47]=[N:48][N:49]([CH2:51][CH2:52][CH2:53][CH2:54][N:55]2[CH:59]=[C:58]([C:60]([NH:62][CH2:63][C:64]3[CH:69]=[CH:68][CH:67]=[CH:66][N:65]=3)=[O:61])[N:57]=[N:56]2)[CH:50]=1. (2) Given the product [NH2:37][C@H:10]1[C@H:9]([OH:8])[C@@H:14]([CH3:15])[CH2:13][N:12]([C:16]2[CH:21]=[CH:20][N:19]=[CH:18][C:17]=2[NH:22][C:23]([C:25]2[N:30]=[C:29]3[N:31]=[C:32]([CH:34]4[CH2:36][CH2:35]4)[S:33][C:28]3=[CH:27][CH:26]=2)=[O:24])[CH2:11]1, predict the reactants needed to synthesize it. The reactants are: [Si]([O:8][C@@H:9]1[C@@H:14]([CH3:15])[CH2:13][N:12]([C:16]2[CH:21]=[CH:20][N:19]=[CH:18][C:17]=2[NH:22][C:23]([C:25]2[N:30]=[C:29]3[N:31]=[C:32]([CH:34]4[CH2:36][CH2:35]4)[S:33][C:28]3=[CH:27][CH:26]=2)=[O:24])[CH2:11][C@H:10]1[NH:37]C(=O)OC(C)(C)C)(C(C)(C)C)(C)C.Cl.O1CCOCC1.N. (3) Given the product [Br:1][CH2:2][C:3]([NH:5][CH:6]([C:8]1[NH:9][C:10]2[C:15]([N:16]=1)=[C:14]([N:17]1[CH2:18][CH2:19][O:20][CH2:21][CH2:22]1)[N:13]=[C:12]([Cl:23])[N:11]=2)[CH3:7])=[O:4], predict the reactants needed to synthesize it. The reactants are: [Br:1][CH2:2][C:3]([NH:5][CH:6]([C:8]1[N:9](C2CCCCO2)[C:10]2[C:15]([N:16]=1)=[C:14]([N:17]1[CH2:22][CH2:21][O:20][CH2:19][CH2:18]1)[N:13]=[C:12]([Cl:23])[N:11]=2)[CH3:7])=[O:4].O.C1(C)C=CC(S(O)(=O)=O)=CC=1.O.C(=O)(O)[O-].[Na+]. (4) Given the product [CH3:1][C:2]1[CH:7]=[CH:6][N:5]=[CH:4][C:3]=1[C:8]1[S:10][CH:12]=[C:13]([CH2:14][C:15]2[CH:20]=[CH:19][C:18]([Cl:21])=[CH:17][CH:16]=2)[N:9]=1.[ClH:11].[CH3:1][C:2]1[CH:7]=[CH:6][N:5]=[CH:4][C:3]=1[C:8]1[S:10][CH:12]=[C:13]([CH2:14][C:15]2[CH:20]=[CH:19][C:18]([Cl:21])=[CH:17][CH:16]=2)[N:9]=1, predict the reactants needed to synthesize it. The reactants are: [CH3:1][C:2]1[CH:7]=[CH:6][N:5]=[CH:4][C:3]=1[C:8](=[S:10])[NH2:9].[Cl:11][CH2:12][C:13](=O)[CH2:14][C:15]1[CH:20]=[CH:19][C:18]([Cl:21])=[CH:17][CH:16]=1. (5) Given the product [CH3:30][O:29][C:7]1[CH:8]=[C:9]2[C:18](=[CH:19][C:6]=1[C:4](=[O:3])[CH3:5])[C:17]1[N:13]([CH:14]=[C:15]([C:20]3[N:24]([CH:25]([CH3:26])[CH3:27])[N:23]=[C:22]([CH3:28])[N:21]=3)[N:16]=1)[CH2:12][CH2:11][O:10]2, predict the reactants needed to synthesize it. The reactants are: C([O:3][C:4]([C:6]1[CH:19]=[C:18]2[C:9]([O:10][CH2:11][CH2:12][N:13]3[C:17]2=[N:16][C:15]([C:20]2[N:24]([CH:25]([CH3:27])[CH3:26])[N:23]=[C:22]([CH3:28])[N:21]=2)=[CH:14]3)=[CH:8][C:7]=1[O:29][CH3:30])=[CH2:5])C.CC1C=CC(S(O)(=O)=O)=CC=1. (6) Given the product [Cl:1][C:2]1[CH:3]=[C:4]([C:8]#[C:9][C:10]2([OH:16])[CH2:15][CH2:14][N:13]([CH:22]3[CH2:23][CH2:24][CH2:25][N:20]([CH2:18][CH3:19])[CH2:21]3)[CH2:12][CH2:11]2)[CH:5]=[CH:6][CH:7]=1, predict the reactants needed to synthesize it. The reactants are: [Cl:1][C:2]1[CH:3]=[C:4]([C:8]#[C:9][C:10]2([OH:16])[CH2:15][CH2:14][NH:13][CH2:12][CH2:11]2)[CH:5]=[CH:6][CH:7]=1.Cl.[CH2:18]([N:20]1[CH2:25][CH2:24][CH2:23][C:22](=O)[CH2:21]1)[CH3:19].[Na].C(O[BH-](OC(=O)C)OC(=O)C)(=O)C.Cl. (7) Given the product [C:21]([N:4]1[C:5]2[C:10](=[CH:9][N:8]=[CH:7][CH:6]=2)[C:2]([Br:1])=[CH:3]1)([O:23][C:24]([CH3:27])([CH3:26])[CH3:25])=[O:20], predict the reactants needed to synthesize it. The reactants are: [Br:1][C:2]1[C:10]2[C:5](=[CH:6][CH:7]=[N:8][CH:9]=2)[NH:4][CH:3]=1.CN(C1C=CC=CN=1)C.[O:20](C(OC(C)(C)C)=O)[C:21]([O:23][C:24]([CH3:27])([CH3:26])[CH3:25])=O. (8) The reactants are: C([O:5][C:6](=[O:52])[C:7]([O:10]/[N:11]=[C:12](/[C:39]1[N:40]=[C:41]([NH:44]C(OC(C)(C)C)=O)[S:42][CH:43]=1)\[C:13]([NH:15][C@@H:16]1[C:19](=[O:20])[N:18]([S:21]([O-:24])(=[O:23])=[O:22])[C@@H:17]1[CH2:25][N:26]1[CH:30]=[C:29]([C:31]2[CH:36]=[CH:35][N+:34]([CH3:37])=[CH:33][C:32]=2[CH3:38])[N:28]=[N:27]1)=[O:14])([CH3:9])[CH3:8])(C)(C)C.C(O)(C(F)(F)F)=O. Given the product [NH2:44][C:41]1[S:42][CH:43]=[C:39](/[C:12](=[N:11]/[O:10][C:7]([C:6]([OH:52])=[O:5])([CH3:9])[CH3:8])/[C:13]([NH:15][C@@H:16]2[C:19](=[O:20])[N:18]([S:21]([O-:24])(=[O:22])=[O:23])[C@@H:17]2[CH2:25][N:26]2[CH:30]=[C:29]([C:31]3[CH:36]=[CH:35][N+:34]([CH3:37])=[CH:33][C:32]=3[CH3:38])[N:28]=[N:27]2)=[O:14])[N:40]=1, predict the reactants needed to synthesize it. (9) The reactants are: [C:1]([C:3]1[CH:4]=[C:5]([CH:38]=[C:39]([S:41]([F:46])([F:45])([F:44])([F:43])[F:42])[CH:40]=1)[C:6]([NH:8][C:9]1[CH:14]=[CH:13][C:12]([CH3:15])=[C:11]([N:16]2[C:23]3[N:19]([N:20]=[C:21]([C:24]4[CH:25]=[N:26][N:27](CC5C=CC(OC)=CC=5)[CH:28]=4)[CH:22]=3)[CH:18]=[CH:17]2)[CH:10]=1)=[O:7])#[N:2]. Given the product [C:1]([C:3]1[CH:4]=[C:5]([CH:38]=[C:39]([S:41]([F:46])([F:43])([F:42])([F:44])[F:45])[CH:40]=1)[C:6]([NH:8][C:9]1[CH:14]=[CH:13][C:12]([CH3:15])=[C:11]([N:16]2[C:23]3[N:19]([N:20]=[C:21]([C:24]4[CH:25]=[N:26][NH:27][CH:28]=4)[CH:22]=3)[CH:18]=[CH:17]2)[CH:10]=1)=[O:7])#[N:2], predict the reactants needed to synthesize it.